This data is from Catalyst prediction with 721,799 reactions and 888 catalyst types from USPTO. The task is: Predict which catalyst facilitates the given reaction. (1) Reactant: [N+:1]([C:4]1[C:5]([NH:10][C:11]2[CH:16]=[CH:15][C:14]([N:17]3[C:21]([C:22]4[CH:23]=[N:24][CH:25]=[CH:26][CH:27]=4)=[N:20][C:19]([C:28]4[CH:33]=[CH:32][CH:31]=[CH:30][N:29]=4)=[N:18]3)=[CH:13][CH:12]=2)=[N:6][CH:7]=[CH:8][CH:9]=1)([O-])=O.[H][H]. Product: [N:29]1[CH:30]=[CH:31][CH:32]=[CH:33][C:28]=1[C:19]1[N:20]=[C:21]([C:22]2[CH:23]=[N:24][CH:25]=[CH:26][CH:27]=2)[N:17]([C:14]2[CH:13]=[CH:12][C:11]([NH:10][C:5]3[C:4]([NH2:1])=[CH:9][CH:8]=[CH:7][N:6]=3)=[CH:16][CH:15]=2)[N:18]=1. The catalyst class is: 43. (2) Reactant: Br[C:2]1[S:3][C:4]([CH2:8][CH:9]2[CH2:14][CH2:13][CH2:12][CH2:11][CH2:10]2)=[C:5]([Br:7])[N:6]=1.[Li]CCCC.[CH2:20]([O:22][C:23](Cl)=[O:24])[CH3:21]. Product: [Br:7][C:5]1[N:6]=[C:2]([C:23]([O:22][CH2:20][CH3:21])=[O:24])[S:3][C:4]=1[CH2:8][CH:9]1[CH2:14][CH2:13][CH2:12][CH2:11][CH2:10]1. The catalyst class is: 1. (3) The catalyst class is: 13. Reactant: F[C:2]1[CH:3]=[C:4]([CH3:11])[CH:5]=[CH:6][C:7]=1[N+:8]([O-:10])=[O:9].CN(C)C=O.C(N(C(C)C)CC)(C)C.[CH:26]1([O:30][C@H:31]2[CH2:36][CH2:35][C@H:34]([N:37]3[CH2:42][CH2:41][CH:40]([NH2:43])[CH2:39][CH2:38]3)[CH2:33][CH2:32]2)[CH2:29][CH2:28][CH2:27]1. Product: [CH3:11][C:4]1[CH:5]=[CH:6][C:7]([N+:8]([O-:10])=[O:9])=[C:2]([NH:43][CH:40]2[CH2:39][CH2:38][N:37]([C@H:34]3[CH2:35][CH2:36][C@H:31]([O:30][CH:26]4[CH2:29][CH2:28][CH2:27]4)[CH2:32][CH2:33]3)[CH2:42][CH2:41]2)[CH:3]=1. (4) Reactant: [Br:1][C:2]1[CH:7]=[CH:6][C:5]([CH2:8]Br)=[C:4]([F:10])[C:3]=1[F:11].[C-:12]#[N:13].[Na+]. Product: [Br:1][C:2]1[CH:7]=[CH:6][C:5]([CH2:8][C:12]#[N:13])=[C:4]([F:10])[C:3]=1[F:11]. The catalyst class is: 8. (5) Reactant: [CH2:1]([O:8][C:9]1[CH:14]=[CH:13][C:12]([C:15]2[N:19]([CH:20]3[CH2:25][CH2:24][CH2:23][CH2:22][CH2:21]3)[C:18]3[CH:26]=[CH:27][C:28]([C:30]#[N:31])=[CH:29][C:17]=3[N:16]=2)=[CH:11][CH:10]=1)[C:2]1[CH:7]=[CH:6][CH:5]=[CH:4][CH:3]=1.C[Sn]([N:36]=[N+:37]=[N-:38])(C)C. Product: [CH2:1]([O:8][C:9]1[CH:10]=[CH:11][C:12]([C:15]2[N:19]([CH:20]3[CH2:21][CH2:22][CH2:23][CH2:24][CH2:25]3)[C:18]3[CH:26]=[CH:27][C:28]([C:30]4[NH:38][N:37]=[N:36][N:31]=4)=[CH:29][C:17]=3[N:16]=2)=[CH:13][CH:14]=1)[C:2]1[CH:7]=[CH:6][CH:5]=[CH:4][CH:3]=1. The catalyst class is: 11. (6) Reactant: [NH2:1][C:2]1[CH:7]=[CH:6][CH:5]=[CH:4][C:3]=1[C:8](=[O:10])[CH3:9].[N:11]([O-])=O.[Na+]. Product: [N:1]1[C:2]2[C:3](=[CH:4][CH:5]=[CH:6][CH:7]=2)[C:8]([OH:10])=[CH:9][N:11]=1. The catalyst class is: 126.